The task is: Predict the reaction yield, written as a fraction of the theoretical maximum amount of product (1.0 means a 100% yield; for example, 0.34 means a 34% yield).. This data is from Reaction yield outcomes from USPTO patents with 853,638 reactions. (1) The reactants are [Cl:1][C:2]1[CH:7]=[CH:6][C:5]([C:8]2[C:9]([CH3:25])=[C:10]([C:23]#[N:24])[S:11][C:12]=2[C:13]2[CH:18]=[CH:17][C:16]([Cl:19])=[CH:15][C:14]=2[CH:20]([CH3:22])[CH3:21])=[C:4]([CH:26]([CH3:28])[CH3:27])[CH:3]=1.[N-:29]=[N+:30]=[N-:31].[Na+]. The catalyst is [Br-].[Zn+2].[Br-]. The product is [Cl:1][C:2]1[CH:7]=[CH:6][C:5]([C:8]2[C:9]([CH3:25])=[C:10]([C:23]3[NH:31][N:30]=[N:29][N:24]=3)[S:11][C:12]=2[C:13]2[CH:18]=[CH:17][C:16]([Cl:19])=[CH:15][C:14]=2[CH:20]([CH3:22])[CH3:21])=[C:4]([CH:26]([CH3:28])[CH3:27])[CH:3]=1. The yield is 0.900. (2) The reactants are [CH:1]1([C:4]2[CH:9]=[CH:8][N:7]=[CH:6][C:5]=2[N:10]2[CH2:14][CH2:13][NH:12][C:11]2=[O:15])[CH2:3][CH2:2]1.[Cl:16][C:17]1[CH:22]=[C:21](Cl)[N:20]=[CH:19][N:18]=1.C1(P(C2CCCCC2)C2C=CC=CC=2C2C(C(C)C)=CC(C(C)C)=CC=2C(C)C)CCCCC1.C(=O)([O-])[O-].[Cs+].[Cs+]. The catalyst is C1C=CC(/C=C/C(/C=C/C2C=CC=CC=2)=O)=CC=1.C1C=CC(/C=C/C(/C=C/C2C=CC=CC=2)=O)=CC=1.C1C=CC(/C=C/C(/C=C/C2C=CC=CC=2)=O)=CC=1.[Pd].[Pd].C1(C)C=CC=CC=1. The product is [Cl:16][C:17]1[N:18]=[CH:19][N:20]=[C:21]([N:12]2[CH2:13][CH2:14][N:10]([C:5]3[CH:6]=[N:7][CH:8]=[CH:9][C:4]=3[CH:1]3[CH2:3][CH2:2]3)[C:11]2=[O:15])[CH:22]=1. The yield is 0.182. (3) The reactants are N[C:2]1[CH:3]=[C:4]2[C:8](=[CH:9][CH:10]=1)[NH:7][N:6]=[CH:5]2.Cl.N([O-])=O.[Na+].[I-:16].[K+]. The catalyst is O. The product is [I:16][C:2]1[CH:3]=[C:4]2[C:8](=[CH:9][CH:10]=1)[NH:7][N:6]=[CH:5]2. The yield is 0.750. (4) The reactants are [Br:1][C:2]1[CH:3]=[CH:4][C:5]([OH:11])=[C:6]([C:8](=[O:10])[CH3:9])[CH:7]=1.N1CCCC1.[C:17]1(=O)[CH2:22][CH2:21][CH2:20][CH2:19][CH2:18]1. The catalyst is CO. The product is [Br:1][C:2]1[CH:7]=[C:6]2[C:5](=[CH:4][CH:3]=1)[O:11][C:17]1([CH2:22][CH2:21][CH2:20][CH2:19][CH2:18]1)[CH2:9][C:8]2=[O:10]. The yield is 1.00. (5) The reactants are [C:1]([NH:5][C:6](=[O:15])[C:7]1[CH:12]=[CH:11][C:10]([C:13]#[N:14])=[CH:9][CH:8]=1)([CH3:4])([CH3:3])[CH3:2].N. The catalyst is CO.[Ni]. The product is [NH2:14][CH2:13][C:10]1[CH:9]=[CH:8][C:7]([C:6]([NH:5][C:1]([CH3:2])([CH3:4])[CH3:3])=[O:15])=[CH:12][CH:11]=1. The yield is 0.950. (6) The yield is 0.500. The catalyst is C1(C)C=CC=CC=1. The product is [Cl:1][C:2]1[C:3](=[O:4])[O:5][C:9]([CH:24]2[CH2:25][CH2:26][CH2:27][CH2:28]2)([CH2:10][CH2:11][C:12]2[CH:17]=[CH:16][C:15]([O:18][CH:19]([CH3:21])[CH3:20])=[C:14]([F:22])[CH:13]=2)[CH2:8][C:7]=1[OH:29]. The reactants are [Cl:1][CH:2]([C:7](=[O:29])[CH2:8][C:9]([CH:24]1[CH2:28][CH2:27][CH2:26][CH2:25]1)(O)[CH2:10][CH2:11][C:12]1[CH:17]=[CH:16][C:15]([O:18][CH:19]([CH3:21])[CH3:20])=[C:14]([F:22])[CH:13]=1)[C:3]([O:5]C)=[O:4].CCCC[Sn](Cl)(O[Sn](Cl)(CCCC)CCCC)CCCC. (7) The reactants are [CH2:1]([O:3][C:4]([C:6]1[S:10][C:9]([CH3:11])=[N:8][C:7]=1[OH:12])=[O:5])[CH3:2].[C:13]1([CH3:23])[CH:18]=[CH:17][C:16]([S:19](Cl)(=[O:21])=[O:20])=[CH:15][CH:14]=1.C(N(CC)CC)C. The catalyst is C(Cl)(Cl)Cl.C(Cl)Cl.O. The product is [CH2:1]([O:3][C:4]([C:6]1[S:10][C:9]([CH3:11])=[N:8][C:7]=1[O:12][S:19]([C:16]1[CH:17]=[CH:18][C:13]([CH3:23])=[CH:14][CH:15]=1)(=[O:21])=[O:20])=[O:5])[CH3:2]. The yield is 0.890. (8) The reactants are [CH:1]1([N:4]2[C:13]3[C:8](=[CH:9][CH:10]=[CH:11][CH:12]=3)[NH:7][C:6](=O)[C:5]2=O)[CH2:3][CH2:2]1.B.O1CCCC1. The catalyst is C1COCC1. The product is [CH:1]1([N:4]2[C:13]3[C:8](=[CH:9][CH:10]=[CH:11][CH:12]=3)[NH:7][CH2:6][CH2:5]2)[CH2:3][CH2:2]1. The yield is 0.490. (9) The reactants are [I:1]N1C(C)(C)C(=O)N(I)C1=O.[C:12]1([C:18]#[C:19]C(O)=O)[CH:17]=[CH:16][CH:15]=[CH:14][CH:13]=1. The catalyst is CCN(CC)CC.C(Cl)Cl. The product is [I:1][C:19]#[C:18][C:12]1[CH:17]=[CH:16][CH:15]=[CH:14][CH:13]=1. The yield is 0.920. (10) The reactants are [CH3:1][C:2]1[S:3][CH:4]=[C:5]([CH2:7]Cl)[N:6]=1.[CH3:9][NH2:10]. No catalyst specified. The product is [CH3:9][NH:10][CH2:7][C:5]1[N:6]=[C:2]([CH3:1])[S:3][CH:4]=1. The yield is 0.990.